Dataset: Forward reaction prediction with 1.9M reactions from USPTO patents (1976-2016). Task: Predict the product of the given reaction. Given the reactants [H-].[Na+].[NH2:3][C:4]1[S:5][C:6]([C:10](=[O:12])[CH3:11])=[C:7]([CH3:9])[N:8]=1.[C:13](=O)([O:21]C1C=CC=CC=1)[O:14][C:15]1[CH:20]=[CH:19][CH:18]=[CH:17][CH:16]=1, predict the reaction product. The product is: [C:10]([C:6]1[S:5][C:4]([NH:3][C:13](=[O:21])[O:14][C:15]2[CH:20]=[CH:19][CH:18]=[CH:17][CH:16]=2)=[N:8][C:7]=1[CH3:9])(=[O:12])[CH3:11].